From a dataset of Catalyst prediction with 721,799 reactions and 888 catalyst types from USPTO. Predict which catalyst facilitates the given reaction. Reactant: C(OC(=O)[NH:7][CH:8]([C:10]1[CH:15]=[CH:14][CH:13]=[C:12]([N:16]2[CH2:20][CH2:19][CH:18]([N:21]([CH3:23])[CH3:22])[CH2:17]2)[CH:11]=1)[CH3:9])(C)(C)C.Cl. Product: [NH2:7][CH:8]([C:10]1[CH:11]=[C:12]([N:16]2[CH2:20][CH2:19][CH:18]([N:21]([CH3:22])[CH3:23])[CH2:17]2)[CH:13]=[CH:14][CH:15]=1)[CH3:9]. The catalyst class is: 13.